Dataset: Reaction yield outcomes from USPTO patents with 853,638 reactions. Task: Predict the reaction yield, written as a fraction of the theoretical maximum amount of product (1.0 means a 100% yield; for example, 0.34 means a 34% yield). The product is [C:1]([O:5][C:6]([CH:7]1[CH:26]([C:27]2[CH:32]=[CH:31][CH:30]=[C:29]([Cl:33])[C:28]=2[F:34])[C:23]([C:20]2[CH:19]=[CH:18][C:17]([Br:16])=[CH:22][N:21]=2)([C:24]#[N:25])[CH:9]([CH2:10][C:11]([CH3:14])([CH3:13])[CH3:12])[NH:8]1)=[O:15])([CH3:4])([CH3:3])[CH3:2]. The reactants are [C:1]([O:5][C:6](=[O:15])[CH2:7]/[N:8]=[CH:9]/[CH2:10][C:11]([CH3:14])([CH3:13])[CH3:12])([CH3:4])([CH3:3])[CH3:2].[Br:16][C:17]1[CH:18]=[CH:19][C:20](/[C:23](=[CH:26]/[C:27]2[CH:32]=[CH:31][CH:30]=[C:29]([Cl:33])[C:28]=2[F:34])/[C:24]#[N:25])=[N:21][CH:22]=1.C(N(CC)CC)C. The catalyst is ClCCl. The yield is 0.440.